This data is from Catalyst prediction with 721,799 reactions and 888 catalyst types from USPTO. The task is: Predict which catalyst facilitates the given reaction. Reactant: [F:1][C:2]1[CH:28]=[C:27]([F:29])[CH:26]=[CH:25][C:3]=1[O:4][C:5]1[CH:10]=[CH:9][C:8]([CH2:11][S:12]([CH3:15])(=[O:14])=[O:13])=[CH:7][C:6]=1B1OC(C)(C)C(C)(C)O1.[Br:30][C:31]1[CH:32]=[C:33]2[C:41](I)=[CH:40][N:39]([CH3:43])[C:34]2=[C:35]([O:37][CH3:38])[N:36]=1.P([O-])([O-])([O-])=O.[K+].[K+].[K+]. Product: [Br:30][C:31]1[CH:32]=[C:33]2[C:41]([C:6]3[CH:7]=[C:8]([CH2:11][S:12]([CH3:15])(=[O:13])=[O:14])[CH:9]=[CH:10][C:5]=3[O:4][C:3]3[CH:25]=[CH:26][C:27]([F:29])=[CH:28][C:2]=3[F:1])=[CH:40][N:39]([CH3:43])[C:34]2=[C:35]([O:37][CH3:38])[N:36]=1. The catalyst class is: 110.